Predict the product of the given reaction. From a dataset of Forward reaction prediction with 1.9M reactions from USPTO patents (1976-2016). (1) The product is: [CH2:34]([C@@H:14]([CH2:13][CH2:12][C@H:8]([CH2:1][C:2]1[CH:3]=[CH:4][CH:5]=[CH:6][CH:7]=1)[C:9]([NH:42][C@H:43]1[CH2:49][CH2:48][CH2:47][CH2:46][N:45]([C:50]2[CH:55]=[CH:54][CH:53]=[C:52]([Cl:56])[CH:51]=2)[C:44]1=[O:57])=[O:10])[C:15]([NH:17][C@H:18]1[CH2:24][CH2:23][S:22][C@H:21]2[CH2:25][CH2:26][CH2:27][C@@H:28]([C:29]([O:31][CH3:32])=[O:30])[N:20]2[C:19]1=[O:33])=[O:16])[C:35]1[CH:40]=[CH:39][CH:38]=[CH:37][CH:36]=1. Given the reactants [CH2:1]([C@@H:8]([CH2:12][CH2:13][C@H:14]([CH2:34][C:35]1[CH:40]=[CH:39][CH:38]=[CH:37][CH:36]=1)[C:15]([NH:17][C@H:18]1[CH2:24][CH2:23][S:22][C@H:21]2[CH2:25][CH2:26][CH2:27][C@@H:28]([C:29]([O:31][CH3:32])=[O:30])[N:20]2[C:19]1=[O:33])=[O:16])[C:9](O)=[O:10])[C:2]1[CH:7]=[CH:6][CH:5]=[CH:4][CH:3]=1.Cl.[NH2:42][C@H:43]1[CH2:49][CH2:48][CH2:47][CH2:46][N:45]([C:50]2[CH:55]=[CH:54][CH:53]=[C:52]([Cl:56])[CH:51]=2)[C:44]1=[O:57], predict the reaction product. (2) The product is: [Cl:21][C:22]1[CH:23]=[C:24]([NH:29][C:30]([CH:4]2[C:5](=[O:12])[CH:6]3[C:9]([CH3:10])([CH3:11])[C@:2]([CH3:1])([CH2:8][CH2:7]3)[C:3]2=[O:13])=[O:31])[CH:25]=[C:26]([Cl:28])[CH:27]=1. Given the reactants [CH3:1][C@@:2]12[C:9]([CH3:11])([CH3:10])[CH:6]([CH2:7][CH2:8]1)[C:5](=[O:12])[CH2:4][C:3]2=[O:13].C(N(CC)CC)C.[Cl:21][C:22]1[CH:23]=[C:24]([N:29]=[C:30]=[O:31])[CH:25]=[C:26]([Cl:28])[CH:27]=1.Cl, predict the reaction product. (3) Given the reactants [Cl:1][C:2]1[CH:7]=[CH:6][C:5]([CH3:8])=[CH:4][C:3]=1[NH:9][C:10]1[N:15]2[N:16]=[CH:17][C:18]([S:19]([NH2:22])(=[O:21])=[O:20])=[C:14]2[N:13]=[CH:12][C:11]=1[C:23]([N:25]1[CH2:30][CH2:29][CH:28]([C:31]2[CH:36]=[CH:35][C:34]([F:37])=[CH:33][CH:32]=2)[CH2:27][CH2:26]1)=[O:24].[C:38](O)(=[O:41])[CH2:39][CH3:40], predict the reaction product. The product is: [Cl:1][C:2]1[CH:7]=[CH:6][C:5]([CH3:8])=[CH:4][C:3]=1[NH:9][C:10]1[N:15]2[N:16]=[CH:17][C:18]([S:19]([NH:22][C:38]([CH2:39][CH3:40])=[O:41])(=[O:21])=[O:20])=[C:14]2[N:13]=[CH:12][C:11]=1[C:23]([N:25]1[CH2:30][CH2:29][CH:28]([C:31]2[CH:32]=[CH:33][C:34]([F:37])=[CH:35][CH:36]=2)[CH2:27][CH2:26]1)=[O:24]. (4) Given the reactants [OH:1][C:2]1[C:3]([C:22]([NH:24][CH2:25][C:26]([O:28]CC)=[O:27])=[O:23])=[C:4]2[C:9](=[CH:10][C:11]=1[C:12]1[S:13][CH:14]=[CH:15][CH:16]=1)[N:8]=[C:7]([C:17]1[S:18][CH:19]=[CH:20][CH:21]=1)[CH:6]=[N:5]2.[OH-].[Na+], predict the reaction product. The product is: [OH:1][C:2]1[C:3]([C:22]([NH:24][CH2:25][C:26]([OH:28])=[O:27])=[O:23])=[C:4]2[C:9](=[CH:10][C:11]=1[C:12]1[S:13][CH:14]=[CH:15][CH:16]=1)[N:8]=[C:7]([C:17]1[S:18][CH:19]=[CH:20][CH:21]=1)[CH:6]=[N:5]2. (5) Given the reactants [Cl:1][CH2:2][C:3](Cl)=[O:4].[C:6]([NH:9][C:10]([CH2:21][CH2:22][C:23]1[CH:28]=[CH:27][C:26]([O:29][C:30]2[CH:35]=[CH:34][CH:33]=[CH:32][CH:31]=2)=[CH:25][CH:24]=1)([C:16]([O:18][CH2:19][CH3:20])=[O:17])[C:11]([O:13][CH2:14][CH3:15])=[O:12])(=[O:8])[CH3:7].[Al+3].[Cl-].[Cl-].[Cl-], predict the reaction product. The product is: [C:6]([NH:9][C:10]([CH2:21][CH2:22][C:23]1[CH:28]=[CH:27][C:26]([O:29][C:30]2[CH:31]=[CH:32][C:33]([C:3](=[O:4])[CH2:2][Cl:1])=[CH:34][CH:35]=2)=[CH:25][CH:24]=1)([C:16]([O:18][CH2:19][CH3:20])=[O:17])[C:11]([O:13][CH2:14][CH3:15])=[O:12])(=[O:8])[CH3:7]. (6) Given the reactants [F:1][C:2]1[CH:3]=[CH:4][C:5]([O:39][CH3:40])=[C:6]([C:8]2[CH:13]=[CH:12][N:11]=[C:10]3[N:14](S(C4C=CC(C)=CC=4)(=O)=O)[C:15]([C:17]4[CH2:18][CH:19]5[CH:23]([CH:24]=4)[CH2:22][C:21]4([O:28][CH2:27][CH2:26][O:25]4)[CH2:20]5)=[CH:16][C:9]=23)[CH:7]=1.[OH-].[Na+], predict the reaction product. The product is: [F:1][C:2]1[CH:3]=[CH:4][C:5]([O:39][CH3:40])=[C:6]([C:8]2[CH:13]=[CH:12][N:11]=[C:10]3[NH:14][C:15]([C:17]4[CH2:18][CH:19]5[CH:23]([CH:24]=4)[CH2:22][C:21]4([O:28][CH2:27][CH2:26][O:25]4)[CH2:20]5)=[CH:16][C:9]=23)[CH:7]=1. (7) Given the reactants [NH:1]1[C:9]2[C:4](=[CH:5][CH:6]=CC=2)[CH:3]=[CH:2]1.C[O:11][C:12]([C:14]1[CH:22]=[C:21]2[C:17]([C:18]([CH:40]3[CH2:45][CH2:44][CH2:43][CH2:42][CH2:41]3)=[C:19]([C:23]3[CH:24]=[C:25]4[C:30](=[CH:31][CH:32]=3)[N:29]=[C:28]([C:33]3[S:37][C:36]([CH3:38])=[N:35][C:34]=3[CH3:39])[CH:27]=[CH:26]4)[NH:20]2)=[CH:16][CH:15]=1)=[O:13].[H-].[Na+].Br.BrCC1C=CN=CC=1, predict the reaction product. The product is: [CH:40]1([C:18]2[C:17]3[C:21](=[CH:22][C:14]([C:12]([OH:11])=[O:13])=[CH:15][CH:16]=3)[N:20]([CH2:6][C:5]3[CH:3]=[CH:2][N:1]=[CH:9][CH:4]=3)[C:19]=2[C:23]2[CH:24]=[C:25]3[C:30](=[CH:31][CH:32]=2)[N:29]=[C:28]([C:33]2[S:37][C:36]([CH3:38])=[N:35][C:34]=2[CH3:39])[CH:27]=[CH:26]3)[CH2:45][CH2:44][CH2:43][CH2:42][CH2:41]1. (8) Given the reactants [NH2:1][C:2]1[CH:3]=[C:4]([CH:17]=[CH:18][C:19]=1[Cl:20])[C:5]([O:7]N1C2C=CC=CC=2N=N1)=O.[CH3:21][C:22]([CH3:26])([CH3:25])[CH2:23][NH2:24].C(N(CC)CC)C.CN(C)C=O, predict the reaction product. The product is: [NH2:1][C:2]1[CH:3]=[C:4]([CH:17]=[CH:18][C:19]=1[Cl:20])[C:5]([NH:24][CH2:23][C:22]([CH3:26])([CH3:25])[CH3:21])=[O:7]. (9) The product is: [C:34]([SiH2:33][O:32][C:31]([CH3:38])([CH3:39])[C:28]1[O:29][CH:30]=[C:25]([O:24][CH2:23][CH2:22][CH2:21][CH2:20][CH2:19][S:13][C:7]2[C:6]3[C:11](=[CH:12][C:3]([C:2]([F:1])([F:14])[F:15])=[CH:4][CH:5]=3)[N:10]=[CH:9][CH:8]=2)[C:26](=[O:40])[CH:27]=1)([CH3:37])([CH3:36])[CH3:35]. Given the reactants [F:1][C:2]([F:15])([F:14])[C:3]1[CH:12]=[C:11]2[C:6]([C:7]([SH:13])=[CH:8][CH:9]=[N:10]2)=[CH:5][CH:4]=1.[H-].[Na+].Br[CH2:19][CH2:20][CH2:21][CH2:22][CH2:23][O:24][C:25]1[C:26](=[O:40])[CH:27]=[C:28]([C:31]([CH3:39])([CH3:38])[O:32][SiH2:33][C:34]([CH3:37])([CH3:36])[CH3:35])[O:29][CH:30]=1, predict the reaction product. (10) Given the reactants C(O[BH-](OC(=O)C)OC(=O)C)(=O)C.[Na+].[NH2:15][C:16]1[C:17]([C:22]([O:24][CH3:25])=[O:23])=[N:18][CH:19]=[CH:20][N:21]=1.[CH3:26][O:27][C:28]1[CH:35]=[C:34]([O:36][CH3:37])[CH:33]=[CH:32][C:29]=1[CH:30]=O.O, predict the reaction product. The product is: [CH3:26][O:27][C:28]1[CH:35]=[C:34]([O:36][CH3:37])[CH:33]=[CH:32][C:29]=1[CH2:30][NH:15][C:16]1[C:17]([C:22]([O:24][CH3:25])=[O:23])=[N:18][CH:19]=[CH:20][N:21]=1.